Dataset: Forward reaction prediction with 1.9M reactions from USPTO patents (1976-2016). Task: Predict the product of the given reaction. Given the reactants [CH3:1][O:2][N:3]=[CH:4][C:5]([O-:7])=O.[Cl:8][C:9]1[C:15]([O:16][CH2:17][C:18]#[CH:19])=[CH:14][C:12]([NH2:13])=[C:11]([F:20])[CH:10]=1.P(Cl)(Cl)Cl.O.C(=O)(O)[O-].[Na+], predict the reaction product. The product is: [Cl:8][C:9]1[C:15]([O:16][CH2:17][C:18]#[CH:19])=[CH:14][C:12]([NH:13][C:5](=[O:7])[CH:4]=[N:3][O:2][CH3:1])=[C:11]([F:20])[CH:10]=1.